This data is from Catalyst prediction with 721,799 reactions and 888 catalyst types from USPTO. The task is: Predict which catalyst facilitates the given reaction. (1) Reactant: [CH3:1][O:2][CH2:3][CH2:4][O:5][C:6]1[C:7]([N:16]2[CH:20]=[CH:19][CH:18]=[CH:17]2)=[CH:8][C:9]([N+:13]([O-:15])=[O:14])=[C:10]([NH2:12])[CH:11]=1.C([O-])([O-])=O.[Cs+].[Cs+].[CH3:27][C:28]([O:31][C:32](O[C:32]([O:31][C:28]([CH3:30])([CH3:29])[CH3:27])=[O:33])=[O:33])([CH3:30])[CH3:29]. Product: [C:28]([O:31][C:32](=[O:33])[NH:12][C:10]1[CH:11]=[C:6]([O:5][CH2:4][CH2:3][O:2][CH3:1])[C:7]([N:16]2[CH:20]=[CH:19][CH:18]=[CH:17]2)=[CH:8][C:9]=1[N+:13]([O-:15])=[O:14])([CH3:30])([CH3:29])[CH3:27]. The catalyst class is: 131. (2) Reactant: Cl.[NH2:2][C@@H:3]1[C:11]2[C:6](=[C:7]([C:12]3[S:16][C:15]([C:17]4[CH:18]=[CH:19][C:20]([O:25][CH:26]([CH3:28])[CH3:27])=[C:21]([CH:24]=4)[C:22]#[N:23])=[N:14][N:13]=3)[CH:8]=[CH:9][CH:10]=2)[CH2:5][CH2:4]1.Cl[CH2:30][CH2:31][S:32](Cl)(=[O:34])=[O:33]. Product: [C:22]([C:21]1[CH:24]=[C:17]([C:15]2[S:16][C:12]([C:7]3[CH:8]=[CH:9][CH:10]=[C:11]4[C:6]=3[CH2:5][CH2:4][C@@H:3]4[NH:2][S:32]([CH:31]=[CH2:30])(=[O:34])=[O:33])=[N:13][N:14]=2)[CH:18]=[CH:19][C:20]=1[O:25][CH:26]([CH3:28])[CH3:27])#[N:23]. The catalyst class is: 2. (3) Reactant: [C:1]([O:5][C:6]([N:8]1[C:13]2[CH:14]=[C:15]([Cl:18])[CH:16]=[CH:17][C:12]=2[O:11][CH:10]([C:19]([OH:21])=O)[CH2:9]1)=[O:7])([CH3:4])([CH3:3])[CH3:2].[F:22][C:23]1[CH:36]=[CH:35][C:26]([CH2:27][N:28]2[CH2:33][CH2:32][NH:31][C@H:30]([CH3:34])[CH2:29]2)=[CH:25][CH:24]=1.CCN=C=NCCCN(C)C.C1C=CC2N(O)N=NC=2C=1.CCN(C(C)C)C(C)C. Product: [C:1]([O:5][C:6]([N:8]1[C:13]2[CH:14]=[C:15]([Cl:18])[CH:16]=[CH:17][C:12]=2[O:11][CH:10]([C:19]([N:31]2[CH2:32][CH2:33][N:28]([CH2:27][C:26]3[CH:35]=[CH:36][C:23]([F:22])=[CH:24][CH:25]=3)[CH2:29][C@H:30]2[CH3:34])=[O:21])[CH2:9]1)=[O:7])([CH3:4])([CH3:3])[CH3:2]. The catalyst class is: 18. (4) Reactant: [CH3:1][C:2]1[CH:12]=[CH:11][C:5]2[N:6]=[C:7]([C:9]#[N:10])[S:8][C:4]=2[CH:3]=1.[Br:13]N1C(=O)CCC1=O.N(C(C)(C)C#N)=NC(C)(C)C#N. Product: [Br:13][CH2:1][C:2]1[CH:12]=[CH:11][C:5]2[N:6]=[C:7]([C:9]#[N:10])[S:8][C:4]=2[CH:3]=1. The catalyst class is: 53.